Task: Predict the product of the given reaction.. Dataset: Forward reaction prediction with 1.9M reactions from USPTO patents (1976-2016) (1) Given the reactants [OH:1][CH:2]1[C:7](=[O:8])[CH2:6][CH:5]([C:9]2[CH:14]=[CH:13][N:12]=[CH:11][C:10]=2[N+:15]([O-:17])=[O:16])[O:4][C:3]1([CH3:19])[CH3:18].[BH4-].[Na+], predict the reaction product. The product is: [CH3:18][C:3]1([CH3:19])[CH:2]([OH:1])[CH:7]([OH:8])[CH2:6][CH:5]([C:9]2[CH:14]=[CH:13][N:12]=[CH:11][C:10]=2[N+:15]([O-:17])=[O:16])[O:4]1. (2) Given the reactants [NH2:1][CH2:2][CH:3]1[CH2:8][CH2:7][CH2:6][CH2:5][CH2:4]1.[C:9](O)(=[O:16])[CH2:10][CH2:11][CH2:12][CH2:13][CH2:14][CH3:15].Cl.C(N=C=NCCCN(C)C)C, predict the reaction product. The product is: [CH:3]1([CH2:2][NH:1][C:9](=[O:16])[CH2:10][CH2:11][CH2:12][CH2:13][CH2:14][CH3:15])[CH2:8][CH2:7][CH2:6][CH2:5][CH2:4]1.